This data is from Experimentally validated miRNA-target interactions with 360,000+ pairs, plus equal number of negative samples. The task is: Binary Classification. Given a miRNA mature sequence and a target amino acid sequence, predict their likelihood of interaction. (1) The miRNA is cel-miR-267 with sequence CCCGUGAAGUGUCUGCUGCA. The protein sequence of the target gene is MAAQIPESDQIKQFKEFLGTYNKLTETCFLDCVKDFTTREVKPEEVTCSEHCLQKYLKMTQRISVRFQEYHIQQNEALAAKAGLLGQPR. Result: 0 (no interaction). (2) The miRNA is hsa-miR-876-5p with sequence UGGAUUUCUUUGUGAAUCACCA. The protein sequence of the target gene is MLKRCGRRLLLALAGALLACLLVLTADPPPPPLPAERGRRALRSLAGPAGAAPAPGLGAAAAAPGALVRDVHSLSEYFSLLTRARRDAGPPPGAAPRPADGHPRPLAEPLAPRDVFIAVKTTKKFHRARLDLLLETWISRHKEMTFIFTDGEDEALARHTGNVVITNCSAAHSRQALSCKMAVEYDRFIESGRKWFCHVDDDNYVNLRALLRLLASYPHTRDVYVGKPSLDRPIQAMERVSENKVRPVHFWFATGGAGFCISRGLALKMSPWASGGHFMNTAERIRLPDDCTIGYIVEAL.... Result: 0 (no interaction). (3) The miRNA is hsa-miR-378c with sequence ACUGGACUUGGAGUCAGAAGAGUGG. The protein sequence of the target gene is MSEIRKPLLGFVHKLQDANASGSSGKTHCPTCLRLFKVPRLLPCLHTVCTTCLEKLDPFSVVDIRGGDSDTSSEGSVFQDPELCSLQPQIGILCPVCDAQVDLPLGGVKALTVDHLAMNDVLLENLRGEGQGLVCDLCSDREVEKRCQTCKANLCHFCCQAHRRQKKTTYHTMVDLKDLKGYSQVGKPILCPSHPAEELRLFCELCDRPVCRDCVVGEHREHPYDFTSNVIHKHGDSVRELLRDTQPHVEALEDALAQIKSVNNALQERVEAVAADVRTFSEGYIKAIEEHRDKLLQQLD.... Result: 0 (no interaction). (4) The miRNA is mmu-miR-20a-5p with sequence UAAAGUGCUUAUAGUGCAGGUAG. The protein sequence of the target gene is MATDDKTSPTLDSANDLPRSPTSPSHLTHFKPLTPDQDEPPFKSAYSSFVNLFRFNKERAEGGQGEQQPLSGSWTSPQLPSRTQSVRSPTPYKKQLNEELQRRSSALDTRRKAEPTFGGHDPRTAVQLRSLSTVLKRLKEIMEGKSQDSDLKQYWMPDSQCKECYDCSEKFTTFRRRHHCRLCGQIFCSRCCNQEIPGKFMGYTGDLRACTYCRKIALSYAHSTDSNSIGEDLNALSDSACSVSVLDPSEPRTPVGSRKASRNIFLEDDLAWQSLIHPDSSNTPLSTRLVSVQEDAGKSP.... Result: 0 (no interaction). (5) The protein sequence of the target gene is MRAARRGLHCAGAERPRRRGRLWDSSGVPQRQKRPGPWRTQTQEQMSRDVCIHTWPCTYYLEPKRRWVTGQLSLTSLSLRFMTDSTGEILVSFPLSSIVEIKKEASHFIFSSITILEKGHAKHWFSSLRPSRNVVFSIIEHFWRELLLSQPGAVADASVPRTRGEELTGLMAGSQKRLEDTARVLHHQGQQLDSVMRGLDKMESDLEVADRLLTELESPAWWPFSSKLWKTPPETKPREDVSMTSCEPFGKEGILIKIPAVISHRTESHVKPGRLTVLVSGLEIHDSSSLLMHRFEREDV.... The miRNA is hsa-miR-1229-3p with sequence CUCUCACCACUGCCCUCCCACAG. Result: 1 (interaction). (6) The miRNA is hsa-miR-4452 with sequence UUGAAUUCUUGGCCUUAAGUGAU. The protein sequence of the target gene is MDFPCLWLGLLLPLVAALDFNYHRQEGMEAFLKTVAQNYSSVTHLHSIGKSVKGRNLWVLVVGRFPKEHRIGIPEFKYVANMHGDETVGRELLLHLIDYLVTSDGKDPEITNLINSTRIHIMPSMNPDGFEAVKKPDCYYSIGRENYNQYDLNRNFPDAFEYNNVSRQPETVAVMKWLKTETFVLSANLHGGALVASYPFDNGVQATGALYSRSLTPDDDVFQYLAHTYASRNPNMKKGDECKNKMNFPNGVTNGYSWYPLQGGMQDYNYIWAQCFEITLELSCCKYPREEKLPSFWNNN.... Result: 0 (no interaction). (7) The miRNA is mmu-miR-3100-5p with sequence UUGGGAACGGGGUGUCUUUGGGA. The protein sequence of the target gene is MAALAGDEAWRCRGCGTYVPLSQRLYRTANEAWHGSCFRCSECQESLTNWYYEKDGKLYCHKDYWAKFGEFCHGCSLLMTGPAMVAGEFKYHPECFACMSCKVIIEDGDAYALVQHATLYCGKCHNEVVLAPMFERLSTESVQDQLPYSVTLISMPATTECRRGFSVTVESASSNYATTVQVKEVNRMHISPNNRNAIHPGDRILEINGTPVRTLRVEEVEDAIKQTSQTLQLLIEHDPVPQRLDQLRLDARLPPHMQSTGHTLMLSTLDTKENQEGTLRRRSLRRSNSISKSPGPSSPK.... Result: 1 (interaction).